Dataset: Full USPTO retrosynthesis dataset with 1.9M reactions from patents (1976-2016). Task: Predict the reactants needed to synthesize the given product. (1) Given the product [CH3:32][O:31][C:28](=[O:30])[CH2:29][O:8][C:7]1[C:6]([Br:9])=[CH:5][C:4]([C:10]([N:12]2[CH2:17][CH2:16][O:15][C:14]3[CH:18]=[CH:19][N:20]=[CH:21][C:13]2=3)=[O:11])=[CH:3][C:2]=1[Br:1], predict the reactants needed to synthesize it. The reactants are: [Br:1][C:2]1[CH:3]=[C:4]([C:10]([N:12]2[CH2:17][CH2:16][O:15][C:14]3[CH:18]=[CH:19][N:20]=[CH:21][C:13]2=3)=[O:11])[CH:5]=[C:6]([Br:9])[C:7]=1[OH:8].C(=O)([O-])[O-].[K+].[K+].[C:28]([O:31][CH2:32]Br)(=[O:30])[CH3:29]. (2) Given the product [CH3:22][N:23]([CH3:27])[C:24](=[S:25])[S:26][CH2:11][CH2:12][CH2:13][CH2:14][C:15]([CH3:19])=[C:16]([F:17])[F:18], predict the reactants needed to synthesize it. The reactants are: CN(C)C=O.CS(O[CH2:11][CH2:12][CH2:13][CH2:14][C:15]([CH3:19])=[C:16]([F:18])[F:17])(=O)=O.O.O.[CH3:22][N:23]([CH3:27])[C:24](=[S:26])[S-:25].[Na+].